From a dataset of Peptide-MHC class II binding affinity with 134,281 pairs from IEDB. Regression. Given a peptide amino acid sequence and an MHC pseudo amino acid sequence, predict their binding affinity value. This is MHC class II binding data. (1) The peptide sequence is YFRNEQSIPPLIQKY. The MHC is HLA-DPA10103-DPB10301 with pseudo-sequence HLA-DPA10103-DPB10301. The binding affinity (normalized) is 0.431. (2) The peptide sequence is TASWFTALTQHGKEE. The MHC is DRB1_0401 with pseudo-sequence DRB1_0401. The binding affinity (normalized) is 0.622. (3) The peptide sequence is MTEQQWNFAGIEAAA. The MHC is HLA-DQA10501-DQB10301 with pseudo-sequence HLA-DQA10501-DQB10301. The binding affinity (normalized) is 0.517. (4) The peptide sequence is HPQDGDALTLRTATN. The MHC is HLA-DPA10201-DPB11401 with pseudo-sequence HLA-DPA10201-DPB11401. The binding affinity (normalized) is 0.0538. (5) The peptide sequence is GELQIVDKFDAAFKI. The MHC is DRB1_0401 with pseudo-sequence DRB1_0401. The binding affinity (normalized) is 0.207. (6) The peptide sequence is AGELELQFRRVKCKY. The MHC is DRB1_1101 with pseudo-sequence DRB1_1101. The binding affinity (normalized) is 0.562. (7) The peptide sequence is YDKFLANVSTVLTGL. The MHC is DRB1_1602 with pseudo-sequence DRB1_1602. The binding affinity (normalized) is 0.739. (8) The peptide sequence is AAAYAGTTVYGAFAA. The MHC is HLA-DQA10501-DQB10301 with pseudo-sequence HLA-DQA10501-DQB10301. The binding affinity (normalized) is 0.752. (9) The peptide sequence is PICPGYRWMCLRRFIIFL. The MHC is HLA-DQA10102-DQB10602 with pseudo-sequence HLA-DQA10102-DQB10602. The binding affinity (normalized) is 0.172. (10) The peptide sequence is TEKGMKNVFDDVVPE. The MHC is DRB1_1101 with pseudo-sequence DRB1_1101. The binding affinity (normalized) is 0.158.